This data is from Reaction yield outcomes from USPTO patents with 853,638 reactions. The task is: Predict the reaction yield, written as a fraction of the theoretical maximum amount of product (1.0 means a 100% yield; for example, 0.34 means a 34% yield). (1) The reactants are CCN(C(C)C)C(C)C.[Cl:10][C:11]1[CH:19]=[CH:18][C:14]([C:15]([OH:17])=O)=[CH:13][CH:12]=1.CN(C(ON1N=NC2C=CC=CC1=2)=[N+](C)C)C.[B-](F)(F)(F)F.[CH:42]1([C@@H:46]([NH:53][CH3:54])[CH2:47][N:48]2[CH2:51][CH:50]([OH:52])[CH2:49]2)[CH2:45][CH2:44][CH2:43]1. The catalyst is C(Cl)Cl.CN1C(=O)CCC1. The product is [Cl:10][C:11]1[CH:12]=[CH:13][C:14]([C:15]([N:53]([C@H:46]([CH:42]2[CH2:45][CH2:44][CH2:43]2)[CH2:47][N:48]2[CH2:49][CH:50]([OH:52])[CH2:51]2)[CH3:54])=[O:17])=[CH:18][CH:19]=1. The yield is 0.520. (2) The reactants are [NH:1]1[CH2:6][CH2:5][O:4][CH2:3][CH2:2]1.[CH2:7]([CH:9]1[O:11][CH2:10]1)[Cl:8]. The catalyst is C(O)C. The product is [Cl:8][CH2:7][CH:9]([OH:11])[CH2:10][N:1]1[CH2:6][CH2:5][O:4][CH2:3][CH2:2]1. The yield is 0.370.